From a dataset of Reaction yield outcomes from USPTO patents with 853,638 reactions. Predict the reaction yield, written as a fraction of the theoretical maximum amount of product (1.0 means a 100% yield; for example, 0.34 means a 34% yield). (1) The reactants are [NH2:1][CH:2]1[CH2:10][C:9]2[C:4](=[CH:5][CH:6]=[CH:7][CH:8]=2)[CH2:3]1.[C:11]([O:15][C:16](O[C:16]([O:15][C:11]([CH3:14])([CH3:13])[CH3:12])=[O:17])=[O:17])([CH3:14])([CH3:13])[CH3:12].C(N(CC)CC)C. The catalyst is ClCCl.C(OCC)(=O)C.CCCCCC. The product is [CH2:3]1[C:4]2[C:9](=[CH:8][CH:7]=[CH:6][CH:5]=2)[CH2:10][CH:2]1[NH:1][C:16](=[O:17])[O:15][C:11]([CH3:14])([CH3:13])[CH3:12]. The yield is 0.860. (2) The product is [CH3:20][O:19][C:14](=[O:18])[C:15](=[N:10][NH:9][C:6]1[CH:7]=[CH:8][C:3]([Cl:2])=[CH:4][C:5]=1[N+:11]([O-:13])=[O:12])[CH3:17]. The reactants are Cl.[Cl:2][C:3]1[CH:8]=[CH:7][C:6]([NH:9][NH2:10])=[C:5]([N+:11]([O-:13])=[O:12])[CH:4]=1.[C:14]([O:19][CH3:20])(=[O:18])[C:15]([CH3:17])=O.C([O-])(=O)C.[Na+]. The catalyst is CO. The yield is 0.820. (3) The reactants are O1[CH2:6][CH2:5][O:4][CH2:3][CH2:2]1.O.C(=O)([O-])[O-].[Ca+2].[OH-].[Na+].[Cl:15][C:16]1[CH:21]=[C:20]([CH2:22][OH:23])[CH:19]=[C:18]([OH:24])[C:17]=1[C:25]([C:27]1[CH:32]=CC(OC)=[CH:29][CH:28]=1)=[O:26]. The catalyst is CO. The product is [Cl:15][C:16]1[CH:21]=[C:20]([CH2:22][OH:23])[CH:19]=[C:18]([OH:24])[C:17]=1[C:25]([C:27]1[CH:32]=[CH:6][C:5]([O:4][CH2:3][CH3:2])=[CH:29][CH:28]=1)=[O:26]. The yield is 0.370. (4) The reactants are Cl.[F:2][C:3]1[CH:11]=[C:10]2[C:6]([C:7]([C:21]3[CH:22]=[N:23][N:24]([CH:26]4[CH2:31][CH2:30][NH:29][CH2:28][CH2:27]4)[CH:25]=3)=[CH:8][N:9]2[S:12]([C:15]2[CH:20]=[CH:19][CH:18]=[CH:17][CH:16]=2)(=[O:14])=[O:13])=[CH:5][CH:4]=1.CCN(CC)CC.[F:39][C:40]([F:53])([F:52])[S:41](O[S:41]([C:40]([F:53])([F:52])[F:39])(=[O:43])=[O:42])(=[O:43])=[O:42]. The catalyst is C(Cl)Cl. The product is [F:2][C:3]1[CH:11]=[C:10]2[C:6]([C:7]([C:21]3[CH:22]=[N:23][N:24]([CH:26]4[CH2:31][CH2:30][N:29]([S:41]([C:40]([F:53])([F:52])[F:39])(=[O:43])=[O:42])[CH2:28][CH2:27]4)[CH:25]=3)=[CH:8][N:9]2[S:12]([C:15]2[CH:16]=[CH:17][CH:18]=[CH:19][CH:20]=2)(=[O:13])=[O:14])=[CH:5][CH:4]=1. The yield is 0.380. (5) The reactants are [CH3:1][O:2][C:3]1[CH:4]=[C:5]([NH:9][C:10]2[N:19]=[CH:18][C:17]3[C:12](=[CH:13][C:14]([O:25][CH:26]4[CH2:31][CH2:30][N:29](C(OCCCC)=O)[CH2:28][CH2:27]4)=[C:15]([C:20]4[S:21][CH:22]=[CH:23][N:24]=4)[CH:16]=3)[N:11]=2)[CH:6]=[CH:7][CH:8]=1. The catalyst is C(O)(C(F)(F)F)=O.C(Cl)Cl. The product is [CH3:1][O:2][C:3]1[CH:4]=[C:5]([NH:9][C:10]2[N:19]=[CH:18][C:17]3[C:12](=[CH:13][C:14]([O:25][CH:26]4[CH2:31][CH2:30][NH:29][CH2:28][CH2:27]4)=[C:15]([C:20]4[S:21][CH:22]=[CH:23][N:24]=4)[CH:16]=3)[N:11]=2)[CH:6]=[CH:7][CH:8]=1. The yield is 0.400.